The task is: Predict the reactants needed to synthesize the given product.. This data is from Full USPTO retrosynthesis dataset with 1.9M reactions from patents (1976-2016). (1) Given the product [Cl:16][C:8]1[N:7]=[C:6]2[N:13]=[C:3]([CH2:1][CH3:2])[NH:4][C:5]2=[C:10]([CH3:11])[CH:9]=1, predict the reactants needed to synthesize it. The reactants are: [CH2:1]([C:3]1[NH:4][C:5]2[C:6]([N:13]=1)=[N+:7]([O-])[CH:8]=[CH:9][C:10]=2[CH3:11])[CH3:2].O=P(Cl)(Cl)[Cl:16]. (2) Given the product [C:42](=[O:44])([S:13][CH2:2][CH2:3][CH2:4][NH:5][C:6]([O:7][C:8]([CH3:11])([CH3:10])[CH3:9])=[O:12])[CH3:41], predict the reactants needed to synthesize it. The reactants are: O[CH2:2][CH2:3][CH2:4][NH:5][C:6](=[O:12])[O:7][C:8]([CH3:11])([CH3:10])[CH3:9].[S:13]1C=CC=C1CC(O)=O.C1(P(C2C=CC=CC=2)C2C=CC=CC=2)C=CC=CC=1.[CH3:41][CH:42]([O:44]C(/N=N/C(OC(C)C)=O)=O)C. (3) Given the product [CH2:37]([O:38][C:43](=[O:44])[C:45]([N:10]([CH2:9][CH2:8][C:3]1[CH:4]=[CH:5][CH:6]=[CH:7][C:2]=1[F:1])[CH2:11][C:12]1[CH:17]=[CH:16][C:15]([C:18]2[O:22][N:21]=[C:20]([CH2:23][CH2:24][CH2:25][CH2:26][CH2:27][CH2:28][CH2:29][CH2:30][CH2:31][CH2:32][CH3:33])[N:19]=2)=[CH:14][CH:13]=1)=[O:46])[CH3:36], predict the reactants needed to synthesize it. The reactants are: [F:1][C:2]1[CH:7]=[CH:6][CH:5]=[CH:4][C:3]=1[CH2:8][CH2:9][NH:10][CH2:11][C:12]1[CH:17]=[CH:16][C:15]([C:18]2[O:22][N:21]=[C:20]([CH2:23][CH2:24][CH2:25][CH2:26][CH2:27][CH2:28][CH2:29][CH2:30][CH2:31][CH2:32][CH3:33])[N:19]=2)=[CH:14][CH:13]=1.CN1CC[O:38][CH2:37][CH2:36]1.CC[C:43]([C:45](Cl)=[O:46])=[O:44]. (4) The reactants are: [C:1]([NH:7][C@H:8]([C:13]([OH:15])=O)[C@H:9]([CH2:11][CH3:12])[CH3:10])(=[O:6])[CH2:2][CH:3]([CH3:5])[CH3:4].Cl.[CH2:17]([O:21][C:22](=[O:26])[C@H:23]([CH3:25])[NH2:24])[CH:18]([CH3:20])[CH3:19].C(N[C@H](C(O)=O)C)(OC(C)(C)C)=O. Given the product [CH2:17]([O:21][C:22](=[O:26])[C@H:23]([CH3:25])[NH:24][C:13](=[O:15])[C@H:8]([C@H:9]([CH2:11][CH3:12])[CH3:10])[NH:7][C:1](=[O:6])[CH2:2][CH:3]([CH3:4])[CH3:5])[CH:18]([CH3:20])[CH3:19], predict the reactants needed to synthesize it.